From a dataset of Reaction yield outcomes from USPTO patents with 853,638 reactions. Predict the reaction yield, written as a fraction of the theoretical maximum amount of product (1.0 means a 100% yield; for example, 0.34 means a 34% yield). The reactants are O.[OH-].[Li+].C([O:6][C:7]([C:9]1[CH2:10][S:11][C:12]2[CH:13]=[N:14][C:15]3[C:20]([C:21]=2[CH:22]=1)=[CH:19][C:18]([O:23][CH3:24])=[CH:17][CH:16]=3)=[O:8])C.Cl. The catalyst is O1CCCC1.O. The product is [CH3:24][O:23][C:18]1[CH:19]=[C:20]2[C:15](=[CH:16][CH:17]=1)[N:14]=[CH:13][C:12]1[S:11][CH2:10][C:9]([C:7]([OH:8])=[O:6])=[CH:22][C:21]2=1. The yield is 0.880.